This data is from CYP2C9 inhibition data for predicting drug metabolism from PubChem BioAssay. The task is: Regression/Classification. Given a drug SMILES string, predict its absorption, distribution, metabolism, or excretion properties. Task type varies by dataset: regression for continuous measurements (e.g., permeability, clearance, half-life) or binary classification for categorical outcomes (e.g., BBB penetration, CYP inhibition). Dataset: cyp2c9_veith. (1) The drug is CCC(C)C1NC(=S)N(C2CCCCC2)C1=O. The result is 1 (inhibitor). (2) The molecule is Cc1cccc(NC(NC(=O)c2cccnc2)C(Cl)(Cl)Cl)c1. The result is 1 (inhibitor).